From a dataset of Full USPTO retrosynthesis dataset with 1.9M reactions from patents (1976-2016). Predict the reactants needed to synthesize the given product. (1) Given the product [C:1]([O:4][CH:5]([C@@H:7]1[C@:24]2([CH3:25])[C@H:10]([C@H:11]3[C@H:21]([CH2:22][CH2:23]2)[C@:19]2([CH3:20])[C:14]([CH:15]=[CH:16][CH2:17][CH2:18]2)=[CH:13][CH2:12]3)[CH2:9][CH2:8]1)[CH3:6])(=[O:3])[CH3:2], predict the reactants needed to synthesize it. The reactants are: [C:1]([O:4][CH:5]([C@@H:7]1[C@:24]2([CH3:25])[C@H:10]([C@H:11]3[C@H:21]([CH2:22][CH2:23]2)[C@:19]2([CH3:20])[C:14](=[CH:15][C@@H:16](O)[CH2:17][CH2:18]2)[CH2:13][CH2:12]3)[CH2:9][CH2:8]1)[CH3:6])(=[O:3])[CH3:2].CS(Cl)(=O)=O.O. (2) Given the product [Br:11][C:6]1[CH:7]=[C:8]([F:10])[CH:9]=[C:4](/[CH:1]=[CH:2]/[CH3:3])[C:5]=1[OH:12], predict the reactants needed to synthesize it. The reactants are: [CH2:1]([C:4]1[CH:9]=[C:8]([F:10])[CH:7]=[C:6]([Br:11])[C:5]=1[OH:12])[CH:2]=[CH2:3]. (3) Given the product [CH2:1]([O:3][C:4]([C:6]1[C:7]([OH:31])=[C:8]2[CH:16]=[C:15]([C:18]3[CH:23]=[CH:22][C:21]([F:24])=[CH:20][CH:19]=3)[N:14]([C:25]3[CH:26]=[CH:27][CH:28]=[CH:29][CH:30]=3)[C:9]2=[C:10]([C:12]#[N:13])[N:11]=1)=[O:5])[CH3:2], predict the reactants needed to synthesize it. The reactants are: [CH2:1]([O:3][C:4]([C:6]1[C:7]([OH:31])=[C:8]2[C:16](Br)=[C:15]([C:18]3[CH:23]=[CH:22][C:21]([F:24])=[CH:20][CH:19]=3)[N:14]([C:25]3[CH:30]=[CH:29][CH:28]=[CH:27][CH:26]=3)[C:9]2=[C:10]([C:12]#[N:13])[N:11]=1)=[O:5])[CH3:2].C([O-])=O.[NH4+]. (4) Given the product [CH2:1]([O:3][C:4]1[C:8]([CH2:9][CH2:10][CH2:11][O:12][C:24]2[CH:29]=[CH:28][CH:27]=[C:26]([O:30][CH3:31])[C:25]=2[CH2:32][CH2:33][C:34]([OH:36])=[O:35])=[CH:7][N:6]([C:13]2[CH:18]=[CH:17][C:16]([C:19]([F:21])([F:20])[F:22])=[CH:15][N:14]=2)[N:5]=1)[CH3:2], predict the reactants needed to synthesize it. The reactants are: [CH2:1]([O:3][C:4]1[C:8]([CH2:9][CH2:10][CH2:11][OH:12])=[CH:7][N:6]([C:13]2[CH:18]=[CH:17][C:16]([C:19]([F:22])([F:21])[F:20])=[CH:15][N:14]=2)[N:5]=1)[CH3:2].O[C:24]1[CH:29]=[CH:28][CH:27]=[C:26]([O:30][CH3:31])[C:25]=1[CH2:32][CH2:33][C:34]([O:36]CC)=[O:35].C(P(CCCC)CCCC)CCC.N(C(N1CCCCC1)=O)=NC(N1CCCCC1)=O. (5) Given the product [OH:21][C@@H:17]1[CH2:18][CH2:19][CH2:20][C@H:16]1[NH:15][CH2:13][C:8]1[C:9](=[O:12])[NH:10][C:11]2[C:6]([CH:7]=1)=[CH:5][CH:4]=[CH:3][C:2]=2[CH3:1], predict the reactants needed to synthesize it. The reactants are: [CH3:1][C:2]1[CH:3]=[CH:4][CH:5]=[C:6]2[C:11]=1[NH:10][C:9](=[O:12])[C:8]([CH:13]=O)=[CH:7]2.[NH2:15][C@@H:16]1[CH2:20][CH2:19][CH2:18][C@H:17]1[OH:21].C(O[BH-](OC(=O)C)OC(=O)C)(=O)C.[Na+]. (6) Given the product [OH:7][C@@H:8]([CH2:12][C:13]1[CH:18]=[CH:17][CH:16]=[CH:15][CH:14]=1)[C:9]([O:11][CH3:5])=[O:10], predict the reactants needed to synthesize it. The reactants are: S(Cl)(Cl)=O.[CH3:5]O.[OH:7][C@@H:8]([CH2:12][C:13]1[CH:18]=[CH:17][CH:16]=[CH:15][CH:14]=1)[C:9]([OH:11])=[O:10].[OH-].[Na+]. (7) Given the product [F:39][C:36]([F:37])([F:38])[C:34]1[CH:33]=[C:5]([CH:4]=[C:3]([C:2]([F:1])([F:40])[F:41])[CH:35]=1)[CH2:6][N:7]([CH2:14][C:15]1[CH:20]=[C:19]([C:21]([F:24])([F:23])[F:22])[CH:18]=[CH:17][C:16]=1[CH:25]([O:32][CH3:42])[CH2:26][CH:27]1[CH2:31][CH2:30][CH2:29][CH2:28]1)[C:8]1[N:9]=[N:10][N:11]([CH3:13])[N:12]=1, predict the reactants needed to synthesize it. The reactants are: [F:1][C:2]([F:41])([F:40])[C:3]1[CH:4]=[C:5]([CH:33]=[C:34]([C:36]([F:39])([F:38])[F:37])[CH:35]=1)[CH2:6][N:7]([CH2:14][C:15]1[CH:20]=[C:19]([C:21]([F:24])([F:23])[F:22])[CH:18]=[CH:17][C:16]=1[CH:25]([OH:32])[CH2:26][CH:27]1[CH2:31][CH2:30][CH2:29][CH2:28]1)[C:8]1[N:9]=[N:10][N:11]([CH3:13])[N:12]=1.[CH3:42]OC.CI.FC(F)(F)C1C=C(C=C(C(F)(F)F)C=1)CNC1N=NN(C)N=1. (8) Given the product [CH3:38][O:33][C:32](=[O:34])[C:31]1[CH:30]=[CH:29][C:28]([N:27]2[C:21]3[N:20]=[CH:19][N:18]([CH2:17][C:13]4([OH:16])[CH2:12][CH2:11][N:10]([C:8](=[O:9])[C:5]5[CH:6]=[CH:7][C:2]([F:1])=[CH:3][CH:4]=5)[CH2:15][CH2:14]4)[C:23](=[O:24])[C:22]=3[CH:25]=[N:26]2)=[CH:36][CH:35]=1, predict the reactants needed to synthesize it. The reactants are: [F:1][C:2]1[CH:7]=[CH:6][C:5]([C:8]([N:10]2[CH2:15][CH2:14][C:13]([CH2:17][N:18]3[C:23](=[O:24])[C:22]4[CH:25]=[N:26][N:27]([C:28]5[CH:36]=[CH:35][C:31]([C:32]([OH:34])=[O:33])=[CH:30][CH:29]=5)[C:21]=4[N:20]=[CH:19]3)([OH:16])[CH2:12][CH2:11]2)=[O:9])=[CH:4][CH:3]=1.F[C:38]1C=CC(C(N2CCC3(OC3)CC2)=O)=CC=1.O=C1NC=NC2N(C3C=CC(C(O)=O)=CC=3)N=CC1=2.C(=O)([O-])[O-].[Cs+].[Cs+].IC.